The task is: Predict the reaction yield, written as a fraction of the theoretical maximum amount of product (1.0 means a 100% yield; for example, 0.34 means a 34% yield).. This data is from Reaction yield outcomes from USPTO patents with 853,638 reactions. (1) The reactants are [CH2:1]([C:8]1[CH:13]=[C:12]([CH3:14])[N:11]=[C:10](Cl)[N:9]=1)[C:2]1[CH:7]=[CH:6][CH:5]=[CH:4][CH:3]=1.[CH3:16][O:17][C:18]1[CH:19]=[C:20]([NH2:30])[CH:21]=[CH:22][C:23]=1[C:24]1[CH:25]=[N:26][N:27]([CH3:29])[CH:28]=1. The product is [CH2:1]([C:8]1[CH:13]=[C:12]([CH3:14])[N:11]=[C:10]([NH:30][C:20]2[CH:21]=[CH:22][C:23]([C:24]3[CH:25]=[N:26][N:27]([CH3:29])[CH:28]=3)=[C:18]([O:17][CH3:16])[CH:19]=2)[N:9]=1)[C:2]1[CH:7]=[CH:6][CH:5]=[CH:4][CH:3]=1. The catalyst is ClCCl.C(OCC)(=O)C. The yield is 0.220. (2) The reactants are [CH3:1][C:2]1([CH3:28])[CH2:5][CH:4]([CH:6]([NH:16][C:17]2[CH:18]=[N:19][C:20]3[C:25]([CH:26]=2)=[CH:24][C:23]([F:27])=[CH:22][CH:21]=3)[C:7]2[CH:15]=[CH:14][C:10]([C:11](O)=[O:12])=[CH:9][CH:8]=2)[CH2:3]1.Cl.[CH2:30]([O:32][C:33](=[O:37])[CH2:34][CH2:35][NH2:36])[CH3:31].ON1C2N=CC=CC=2N=N1.Cl.C(N=C=NCCCN(C)C)C.C(N(CC)CC)C. The catalyst is C(Cl)Cl. The product is [CH3:1][C:2]1([CH3:28])[CH2:3][CH:4]([CH:6]([NH:16][C:17]2[CH:18]=[N:19][C:20]3[C:25]([CH:26]=2)=[CH:24][C:23]([F:27])=[CH:22][CH:21]=3)[C:7]2[CH:15]=[CH:14][C:10]([C:11]([NH:36][CH2:35][CH2:34][C:33]([O:32][CH2:30][CH3:31])=[O:37])=[O:12])=[CH:9][CH:8]=2)[CH2:5]1. The yield is 0.540. (3) The reactants are [F:1][C:2]1[CH:36]=[CH:35][C:5]([CH2:6][N:7]2[C:15]3[C:10](=[CH:11][CH:12]=[CH:13][CH:14]=3)[C:9]3[C:16]([C:28]4[CH:33]=[CH:32][C:31]([CH3:34])=[CH:30][CH:29]=4)=[C:17]([CH:22]([OH:27])[C:23]([O:25][CH3:26])=[O:24])[N:18]([CH3:21])[C:19](=[O:20])[C:8]2=3)=[CH:4][CH:3]=1.Cl(O)(=O)(=O)=O. The catalyst is C(OC(C)(C)C)(=O)C.C(OCC)(=O)C. The product is [C:5]([O:27][CH:22]([C:17]1[N:18]([CH3:21])[C:19](=[O:20])[C:8]2[N:7]([CH2:6][C:5]3[CH:4]=[CH:3][C:2]([F:1])=[CH:36][CH:35]=3)[C:15]3[C:10]([C:9]=2[C:16]=1[C:28]1[CH:29]=[CH:30][C:31]([CH3:34])=[CH:32][CH:33]=1)=[CH:11][CH:12]=[CH:13][CH:14]=3)[C:23]([O:25][CH3:26])=[O:24])([CH3:35])([CH3:6])[CH3:4]. The yield is 0.640. (4) The reactants are [C:1]([NH:6][C:7]1[CH:8]=[CH:9][C:10]([CH3:26])=[C:11]([C:13]2[CH2:14][CH2:15][N:16]([C:19]([O:21][C:22]([CH3:25])([CH3:24])[CH3:23])=[O:20])[CH2:17][CH:18]=2)[CH:12]=1)(=[O:5])[CH:2]([CH3:4])[CH3:3].[H][H]. The catalyst is CCO.[Pd]. The product is [C:1]([NH:6][C:7]1[CH:8]=[CH:9][C:10]([CH3:26])=[C:11]([CH:13]2[CH2:14][CH2:15][N:16]([C:19]([O:21][C:22]([CH3:23])([CH3:25])[CH3:24])=[O:20])[CH2:17][CH2:18]2)[CH:12]=1)(=[O:5])[CH:2]([CH3:4])[CH3:3]. The yield is 1.00. (5) The reactants are C([O:4][C@H:5]1[C@@H:19]([O:20]C(=O)C)[C@H:18]([O:24]C(=O)C)[C@@H:17]([CH2:28][O:29]C(=O)C)[O:16][C@@H:6]1[O:7][C:8]1[CH:13]=[CH:12][C:11](I)=[CH:10][C:9]=1[F:15])(=O)C.[N+:33]([C:36]1[CH:37]=[C:38]2[C:42](=[CH:43][CH:44]=1)[NH:41][CH:40]=[CH:39]2)([O-:35])=[O:34]. No catalyst specified. The product is [O:7]([C:8]1[CH:13]=[CH:12][C:11]([N:41]2[C:42]3[C:38](=[CH:37][C:36]([N+:33]([O-:35])=[O:34])=[CH:44][CH:43]=3)[CH:39]=[CH:40]2)=[CH:10][C:9]=1[F:15])[C@H:6]1[O:16][C@H:17]([CH2:28][OH:29])[C@@H:18]([OH:24])[C@H:19]([OH:20])[C@@H:5]1[OH:4]. The yield is 0.520. (6) The reactants are [Cl:1][C:2]1[CH:3]=[N+:4]([O-:27])[CH:5]=[C:6]([Cl:26])[C:7]=1[CH2:8][C@@H:9]([C:11]1[CH:16]=[CH:15][C:14]([O:17][CH:18]([F:20])[F:19])=[C:13]([O:21][CH2:22][CH:23]2[CH2:25][CH2:24]2)[CH:12]=1)[OH:10].C(Cl)CCl.[NH2:32][C:33]1[CH:38]=[CH:37][C:36]([S:39]([N:42]2[CH2:46][CH2:45][S:44][CH:43]2[C:47](O)=[O:48])(=[O:41])=[O:40])=[CH:35][CH:34]=1.O. The catalyst is CN(C=O)C.CN(C1C=CN=CC=1)C. The product is [NH2:32][C:33]1[CH:38]=[CH:37][C:36]([S:39]([N:42]2[CH2:46][CH2:45][S:44][CH:43]2[C:47]([O:10][C@H:9]([C:11]2[CH:16]=[CH:15][C:14]([O:17][CH:18]([F:20])[F:19])=[C:13]([O:21][CH2:22][CH:23]3[CH2:25][CH2:24]3)[CH:12]=2)[CH2:8][C:7]2[C:6]([Cl:26])=[CH:5][N+:4]([O-:27])=[CH:3][C:2]=2[Cl:1])=[O:48])(=[O:41])=[O:40])=[CH:35][CH:34]=1. The yield is 0.980. (7) The reactants are C([O:3][C:4](=[O:21])[C:5]([S:8]([CH:11]1[CH2:16][CH2:15][N:14]([S:17]([CH3:20])(=[O:19])=[O:18])[CH2:13][CH2:12]1)(=[O:10])=[O:9])([CH3:7])[CH3:6])C.O.[OH-].[Li+]. The catalyst is O1CCOCC1.O. The product is [CH3:20][S:17]([N:14]1[CH2:13][CH2:12][CH:11]([S:8]([C:5]([CH3:7])([CH3:6])[C:4]([OH:21])=[O:3])(=[O:9])=[O:10])[CH2:16][CH2:15]1)(=[O:18])=[O:19]. The yield is 0.630. (8) The reactants are Cl.[NH2:2][C@H:3]1[CH2:8][CH2:7][C@H:6]([C:9](O)=[O:10])[CH2:5][CH2:4]1.COCCO[AlH2-]OCCOC.[Na+].[OH-].[Na+]. The catalyst is O. The product is [NH2:2][C@H:3]1[CH2:8][CH2:7][C@H:6]([CH2:9][OH:10])[CH2:5][CH2:4]1. The yield is 0.500. (9) The reactants are Br[CH2:2][CH2:3][CH3:4].[CH3:5][O:6][C:7]1[CH:8]=[C:9]2[C:13](=[CH:14][CH:15]=1)[NH:12][C:11]([C:16]1[CH:21]=[CH:20][CH:19]=[CH:18][CH:17]=1)=[CH:10]2.C(=O)([O-])[O-].[Cs+].[Cs+]. The catalyst is CN(C=O)C. The product is [CH3:5][O:6][C:7]1[CH:8]=[C:9]2[C:13](=[CH:14][CH:15]=1)[N:12]([CH2:2][CH2:3][CH3:4])[C:11]([C:16]1[CH:17]=[CH:18][CH:19]=[CH:20][CH:21]=1)=[CH:10]2. The yield is 0.561.